This data is from Full USPTO retrosynthesis dataset with 1.9M reactions from patents (1976-2016). The task is: Predict the reactants needed to synthesize the given product. (1) Given the product [CH3:1][O:2][CH2:3][CH2:4][O:5][C:6]1[N:10]=[C:9]([CH:11]2[CH2:16][CH:15]([C:17]3[CH:18]=[CH:19][C:20]([O:23][C:24]([F:26])([F:27])[F:25])=[CH:21][CH:22]=3)[CH2:14][N:13]([C:28]([N:30]3[CH2:35][CH2:34][S:33](=[O:44])[CH2:32][CH2:31]3)=[O:29])[CH2:12]2)[O:8][N:7]=1, predict the reactants needed to synthesize it. The reactants are: [CH3:1][O:2][CH2:3][CH2:4][O:5][C:6]1[N:10]=[C:9]([CH:11]2[CH2:16][CH:15]([C:17]3[CH:22]=[CH:21][C:20]([O:23][C:24]([F:27])([F:26])[F:25])=[CH:19][CH:18]=3)[CH2:14][N:13]([C:28]([N:30]3[CH2:35][CH2:34][S:33][CH2:32][CH2:31]3)=[O:29])[CH2:12]2)[O:8][N:7]=1.ClC1C=CC=C(C(OO)=[O:44])C=1. (2) Given the product [C:12]([O:15][CH2:9][C:2]1[CH:3]=[C:4]([CH3:8])[CH:5]=[C:6]([CH3:7])[N:1]=1)(=[O:14])[CH3:13], predict the reactants needed to synthesize it. The reactants are: [N:1]1[C:6]([CH3:7])=[CH:5][C:4]([CH3:8])=[CH:3][C:2]=1[CH3:9].OO.[C:12]([OH:15])(=[O:14])[CH3:13]. (3) Given the product [CH3:49][S:50]([O:39][CH:24]([C@H:21]1[CH2:22][CH2:23][C@H:18]([N:5]([CH2:6][C:7]2[CH:8]=[CH:9][C:10]3[O:11][CH2:12][C:13](=[O:17])[NH:14][C:15]=3[N:16]=2)[C:3](=[O:4])[C:2]([F:1])([F:40])[F:41])[CH2:19][CH2:20]1)[CH2:25][NH:26][S:27]([C:30]1[CH:35]=[CH:34][CH:33]=[CH:32][C:31]=1[N+:36]([O-:38])=[O:37])(=[O:28])=[O:29])(=[O:52])=[O:51], predict the reactants needed to synthesize it. The reactants are: [F:1][C:2]([F:41])([F:40])[C:3]([N:5]([C@H:18]1[CH2:23][CH2:22][C@H:21]([CH:24]([OH:39])[CH2:25][NH:26][S:27]([C:30]2[CH:35]=[CH:34][CH:33]=[CH:32][C:31]=2[N+:36]([O-:38])=[O:37])(=[O:29])=[O:28])[CH2:20][CH2:19]1)[CH2:6][C:7]1[CH:8]=[CH:9][C:10]2[O:11][CH2:12][C:13](=[O:17])[NH:14][C:15]=2[N:16]=1)=[O:4].C(N(CC)CC)C.[CH3:49][S:50](Cl)(=[O:52])=[O:51].CN(C1C=CC=CN=1)C.